This data is from Forward reaction prediction with 1.9M reactions from USPTO patents (1976-2016). The task is: Predict the product of the given reaction. (1) Given the reactants [CH:1]([O:4][C:5]1[CH:6]=[C:7]2[C:11](=[CH:12][CH:13]=1)[NH:10][C:9]([CH3:14])=[CH:8]2)([CH3:3])[CH3:2].[CH2:15]([O:17]C1C=C2C(=CC=1)NC(C)=C2C=O)C, predict the reaction product. The product is: [CH:1]([O:4][C:5]1[CH:6]=[C:7]2[C:11](=[CH:12][CH:13]=1)[NH:10][C:9]([CH3:14])=[C:8]2[CH:15]=[O:17])([CH3:3])[CH3:2]. (2) Given the reactants [CH3:1][O:2][C:3]1[N:8]=[CH:7][C:6]([C:9]2[C:14]([CH3:15])=[C:13]([C:16]([F:19])([F:18])[F:17])[N:12]3[N:20]=[CH:21][C:22]([C:23]([N:25]4[CH2:30][CH2:29][N:28](C(OC(C)(C)C)=O)[CH2:27][C@H:26]4[CH3:38])=[O:24])=[C:11]3[N:10]=2)=[CH:5][CH:4]=1.C(O)(C(F)(F)F)=O, predict the reaction product. The product is: [CH3:1][O:2][C:3]1[N:8]=[CH:7][C:6]([C:9]2[C:14]([CH3:15])=[C:13]([C:16]([F:18])([F:19])[F:17])[N:12]3[N:20]=[CH:21][C:22]([C:23]([N:25]4[CH2:30][CH2:29][NH:28][CH2:27][C@H:26]4[CH3:38])=[O:24])=[C:11]3[N:10]=2)=[CH:5][CH:4]=1. (3) Given the reactants F[C:2]1[CH:3]=[C:4]([OH:11])[CH:5]=[CH:6][C:7]=1[N+:8]([O-:10])=[O:9].[CH3:12][O:13][C:14]1[CH:19]=[CH:18][C:17]([NH2:20])=[CH:16][CH:15]=1, predict the reaction product. The product is: [CH3:12][O:13][C:14]1[CH:19]=[CH:18][C:17]([NH:20][C:2]2[CH:3]=[C:4]([OH:11])[CH:5]=[CH:6][C:7]=2[N+:8]([O-:10])=[O:9])=[CH:16][CH:15]=1. (4) Given the reactants C([N:3]([CH2:6][C:7]([C:9]1[C:14]([CH3:15])=[CH:13][CH:12]=[CH:11][N:10]=1)=[O:8])C=O)=O.[ClH:16], predict the reaction product. The product is: [ClH:16].[ClH:16].[NH2:3][CH2:6][C:7]([C:9]1[C:14]([CH3:15])=[CH:13][CH:12]=[CH:11][N:10]=1)=[O:8]. (5) Given the reactants [CH:1]([O:4][C:5]1[C:14]2[C:9](=[CH:10][C:11]([C:15]([OH:17])=O)=[CH:12][CH:13]=2)[CH:8]=[C:7]([NH:18][C:19]2[CH:23]=[C:22]([CH3:24])[NH:21][N:20]=2)[N:6]=1)([CH3:3])[CH3:2].[CH3:25][CH:26]1[CH2:31][NH:30][CH2:29][CH:28]([CH3:32])[NH:27]1, predict the reaction product. The product is: [CH3:25][CH:26]1[NH:27][CH:28]([CH3:32])[CH2:29][N:30]([C:15]([C:11]2[CH:10]=[C:9]3[C:14](=[CH:13][CH:12]=2)[C:5]([O:4][CH:1]([CH3:2])[CH3:3])=[N:6][C:7]([NH:18][C:19]2[CH:23]=[C:22]([CH3:24])[NH:21][N:20]=2)=[CH:8]3)=[O:17])[CH2:31]1.